This data is from Forward reaction prediction with 1.9M reactions from USPTO patents (1976-2016). The task is: Predict the product of the given reaction. Given the reactants CN(C=O)C.[N:6]1([CH2:10][C@@H:11]2[CH2:14][C@H:13]([N:15]3[C:19]4[N:20]=[CH:21][N:22]=[C:23]([NH2:24])[C:18]=4[C:17](I)=[CH:16]3)[CH2:12]2)[CH2:9][CH2:8][CH2:7]1.[C:26]1([C:32]2[CH:41]=[CH:40][C:39]3[C:34](=[CH:35][C:36](B4OC(C)(C)C(C)(C)C4)=[CH:37][CH:38]=3)[N:33]=2)[CH:31]=[CH:30][CH:29]=[CH:28][CH:27]=1.C([O-])([O-])=O.[Na+].[Na+], predict the reaction product. The product is: [N:6]1([CH2:10][C@@H:11]2[CH2:14][C@H:13]([N:15]3[C:19]4[N:20]=[CH:21][N:22]=[C:23]([NH2:24])[C:18]=4[C:17]([C:36]4[CH:35]=[C:34]5[C:39]([CH:40]=[CH:41][C:32]([C:26]6[CH:31]=[CH:30][CH:29]=[CH:28][CH:27]=6)=[N:33]5)=[CH:38][CH:37]=4)=[CH:16]3)[CH2:12]2)[CH2:9][CH2:8][CH2:7]1.